Task: Predict the reactants needed to synthesize the given product.. Dataset: Full USPTO retrosynthesis dataset with 1.9M reactions from patents (1976-2016) (1) Given the product [Cl:1][C:2]1[CH:3]=[C:4]2[CH:10]=[C:9]([C:11]([NH:13][C:14]3[CH:19]=[CH:18][C:17]([C:33]4[N:34]=[C:35]([C@H:43]5[CH2:44][CH2:45][C@H:46]([N:49]6[CH2:50][CH2:51][N:52]([CH3:55])[CH2:53][CH2:54]6)[CH2:47][CH2:48]5)[N:36]5[CH:41]=[CH:40][N:39]=[C:38]([CH3:42])[C:37]=45)=[CH:16][C:15]=3[O:29][CH3:30])=[O:12])[N:8]([CH3:31])[C:5]2=[N:6][CH:7]=1, predict the reactants needed to synthesize it. The reactants are: [Cl:1][C:2]1[CH:3]=[C:4]2[CH:10]=[C:9]([C:11]([NH:13][C:14]3[CH:19]=[CH:18][C:17](B4OC(C)(C)C(C)(C)O4)=[CH:16][C:15]=3[O:29][CH3:30])=[O:12])[N:8]([CH3:31])[C:5]2=[N:6][CH:7]=1.Br[C:33]1[N:34]=[C:35]([C@H:43]2[CH2:48][CH2:47][C@H:46]([N:49]3[CH2:54][CH2:53][N:52]([CH3:55])[CH2:51][CH2:50]3)[CH2:45][CH2:44]2)[N:36]2[CH:41]=[CH:40][N:39]=[C:38]([CH3:42])[C:37]=12. (2) Given the product [Cl:1][C:2]1[CH:3]=[C:4]([CH2:9][O:10][C:11]2[C:23]([F:24])=[CH:22][C:14]([C:15]([OH:17])=[O:16])=[C:13]([F:25])[CH:12]=2)[CH:5]=[N:6][C:7]=1[Cl:8], predict the reactants needed to synthesize it. The reactants are: [Cl:1][C:2]1[CH:3]=[C:4]([CH2:9][O:10][C:11]2[C:23]([F:24])=[CH:22][C:14]([C:15]([O:17]C(C)(C)C)=[O:16])=[C:13]([F:25])[CH:12]=2)[CH:5]=[N:6][C:7]=1[Cl:8].C(O)(C(F)(F)F)=O. (3) Given the product [C:3]([CH:2]([CH2:17][CH:18]([CH3:20])[CH3:19])[C:1]([O:7][CH2:8][CH3:9])=[O:6])(=[O:4])[CH3:5], predict the reactants needed to synthesize it. The reactants are: [C:1]([O:7][CH2:8][CH3:9])(=[O:6])[CH2:2][C:3]([CH3:5])=[O:4].CN(C=O)C.[H-].[Na+].[CH2:17](Br)[CH:18]([CH3:20])[CH3:19]. (4) The reactants are: Br[C:2]1[CH:3]=[CH:4][C:5]([F:21])=[C:6]([C@:8]2([CH3:20])[C:14]([F:16])([F:15])[C:13]([CH3:18])([CH3:17])[O:12][CH2:11][C:10](=[O:19])[NH:9]2)[CH:7]=1.C(N(CC)CC)C.[Cl:29][C:30]1[CH:35]=[CH:34][CH:33]=[C:32]([C:36]#[CH:37])[CH:31]=1. Given the product [Cl:29][C:30]1[CH:31]=[C:32]([C:36]#[C:37][C:2]2[CH:3]=[CH:4][C:5]([F:21])=[C:6]([C@:8]3([CH3:20])[C:14]([F:16])([F:15])[C:13]([CH3:18])([CH3:17])[O:12][CH2:11][C:10](=[O:19])[NH:9]3)[CH:7]=2)[CH:33]=[CH:34][CH:35]=1, predict the reactants needed to synthesize it.